Dataset: TCR-epitope binding with 47,182 pairs between 192 epitopes and 23,139 TCRs. Task: Binary Classification. Given a T-cell receptor sequence (or CDR3 region) and an epitope sequence, predict whether binding occurs between them. (1) The epitope is KLPDDFTGCV. The TCR CDR3 sequence is CASSLIQETQYF. Result: 1 (the TCR binds to the epitope). (2) The epitope is EPLPQGQLTAY. The TCR CDR3 sequence is CASAQIGPYEQYF. Result: 1 (the TCR binds to the epitope).